From a dataset of Catalyst prediction with 721,799 reactions and 888 catalyst types from USPTO. Predict which catalyst facilitates the given reaction. Reactant: [OH-].[K+].[CH3:3][C:4]1[C:13]2[C:8](=[C:9]([C:20](=[O:22])[CH3:21])[C:10]([O:14][CH2:15][CH:16]=[C:17]([CH3:19])[CH3:18])=[CH:11][CH:12]=2)[O:7][C:6](=[O:23])[CH:5]=1.[CH:24](=O)[C:25]1[CH:30]=[CH:29][CH:28]=[CH:27][CH:26]=1. Product: [CH3:3][C:4]1[C:13]2[C:8](=[C:9]([C:20](=[O:22])[CH:21]=[CH:24][C:25]3[CH:30]=[CH:29][CH:28]=[CH:27][CH:26]=3)[C:10]([O:14][CH2:15][CH:16]=[C:17]([CH3:18])[CH3:19])=[CH:11][CH:12]=2)[O:7][C:6](=[O:23])[CH:5]=1. The catalyst class is: 40.